From a dataset of Catalyst prediction with 721,799 reactions and 888 catalyst types from USPTO. Predict which catalyst facilitates the given reaction. (1) Reactant: [CH3:1][O:2][C:3]1[CH:8]=[CH:7][C:6]([CH3:9])=[CH:5][C:4]=1[NH:10][S:11]([C:14]1[CH:15]=[C:16]([CH:23]=C)[C:17]2[O:21][CH:20]=[CH:19][C:18]=2[CH:22]=1)(=[O:13])=[O:12].N1C(C)=CC=CC=1C.I([O-])(=O)(=O)=[O:34].[Na+].Cl. Product: [CH:23]([C:16]1[C:17]2[O:21][CH:20]=[CH:19][C:18]=2[CH:22]=[C:14]([S:11]([NH:10][C:4]2[CH:5]=[C:6]([CH3:9])[CH:7]=[CH:8][C:3]=2[O:2][CH3:1])(=[O:12])=[O:13])[CH:15]=1)=[O:34]. The catalyst class is: 785. (2) Reactant: [Cl:1][C:2]1[CH:3]=[C:4]2[C:8](=[C:9]([F:11])[CH:10]=1)[N:7]([CH2:12][CH2:13][S:14]([CH3:17])(=[O:16])=[O:15])[C:6]([CH2:18]O)=[CH:5]2.O=S(Cl)[Cl:22]. Product: [Cl:1][C:2]1[CH:3]=[C:4]2[C:8](=[C:9]([F:11])[CH:10]=1)[N:7]([CH2:12][CH2:13][S:14]([CH3:17])(=[O:16])=[O:15])[C:6]([CH2:18][Cl:22])=[CH:5]2. The catalyst class is: 2. (3) Product: [C:8]([NH:17][C:18]1[CH:30]=[C:29]([CH2:31][CH2:32][CH2:33][CH2:34][C:35]2[CH:36]=[CH:37][CH:38]=[CH:39][CH:40]=2)[CH:28]=[CH:27][C:19]=1[C:20]([O:22][C:23]([CH3:26])([CH3:25])[CH3:24])=[O:21])(=[O:15])[C:9]1[CH:14]=[CH:13][CH:12]=[CH:11][CH:10]=1. The catalyst class is: 2. Reactant: C(N(CC)CC)C.[C:8](Cl)(=[O:15])[C:9]1[CH:14]=[CH:13][CH:12]=[CH:11][CH:10]=1.[NH2:17][C:18]1[CH:30]=[C:29]([CH2:31][CH2:32][CH2:33][CH2:34][C:35]2[CH:40]=[CH:39][CH:38]=[CH:37][CH:36]=2)[CH:28]=[CH:27][C:19]=1[C:20]([O:22][C:23]([CH3:26])([CH3:25])[CH3:24])=[O:21]. (4) Reactant: Br[C:2]1[CH:3]=[CH:4][CH:5]=[C:6]2[C:10]=1[N:9]([CH2:11][CH3:12])[N:8]=[C:7]2[NH2:13].[B:14]1([B:14]2[O:18][C:17]([CH3:20])([CH3:19])[C:16]([CH3:22])([CH3:21])[O:15]2)[O:18][C:17]([CH3:20])([CH3:19])[C:16]([CH3:22])([CH3:21])[O:15]1.C([O-])(=O)C.[K+]. The catalyst class is: 12. Product: [CH2:11]([N:9]1[C:10]2[C:6](=[CH:5][CH:4]=[CH:3][C:2]=2[B:14]2[O:18][C:17]([CH3:20])([CH3:19])[C:16]([CH3:22])([CH3:21])[O:15]2)[C:7]([NH2:13])=[N:8]1)[CH3:12]. (5) Reactant: C([N:8]1[CH2:13][CH2:12][N:11]([C:14]2[CH:19]=[CH:18][CH:17]=[CH:16][C:15]=2[OH:20])[CH2:10][CH2:9]1)(OC(C)(C)C)=O.Cl.[CH3:22][N:23]([CH3:27])[CH2:24][CH2:25]Cl.C([O-])([O-])=O.[K+].[K+].C1OCCOCCOCCOCCOCCOC1. Product: [CH3:22][N:23]([CH3:27])[CH2:24][CH2:25][O:20][C:15]1[CH:16]=[CH:17][CH:18]=[CH:19][C:14]=1[N:11]1[CH2:10][CH2:9][NH:8][CH2:13][CH2:12]1. The catalyst class is: 18. (6) Reactant: [C:1]([NH:4][C:5]([CH2:16][C:17]1[C:22]([CH2:23][Cl:24])=[N:21][CH:20]=[CH:19][N:18]=1)([C:11]([O:13][CH2:14][CH3:15])=[O:12])[C:6]([O:8][CH2:9][CH3:10])=[O:7])(=[O:3])[CH3:2].[H-].[Na+]. Product: [C:1]([N:4]1[C:5]([C:11]([O:13][CH2:14][CH3:15])=[O:12])([C:6]([O:8][CH2:9][CH3:10])=[O:7])[CH2:16][C:17]2[C:22](=[N:21][CH:20]=[CH:19][N:18]=2)[CH2:23]1)(=[O:3])[CH3:2].[ClH:24]. The catalyst class is: 1. (7) Reactant: [NH2:1][CH2:2][C:3]1[CH:8]=[CH:7][C:6]([S:9]([NH2:12])(=[O:11])=[O:10])=[CH:5][CH:4]=1.C1(P(C2CCCCC2)C2C=CC=CC=2C2C(C(C)C)=CC(C(C)C)=CC=2C(C)C)CCCCC1.C(=O)([O-])[O-].[Cs+].[Cs+].Cl[C:54]1[CH:59]=[C:58]([O:60][CH3:61])[N:57]=[C:56]([S:62][CH2:63][C:64]2[CH:69]=[CH:68][CH:67]=[C:66]([F:70])[C:65]=2[F:71])[N:55]=1. Product: [F:71][C:65]1[C:66]([F:70])=[CH:67][CH:68]=[CH:69][C:64]=1[CH2:63][S:62][C:56]1[N:55]=[C:54]([NH:12][S:9]([C:6]2[CH:5]=[CH:4][C:3]([CH2:2][NH2:1])=[CH:8][CH:7]=2)(=[O:10])=[O:11])[CH:59]=[C:58]([O:60][CH3:61])[N:57]=1. The catalyst class is: 62.